Dataset: Full USPTO retrosynthesis dataset with 1.9M reactions from patents (1976-2016). Task: Predict the reactants needed to synthesize the given product. Given the product [O:20]=[C:14]1[CH:13]([N:7]2[CH2:6][C:5]3[C:9](=[CH:10][CH:11]=[C:3]([CH2:2][NH:1][C:28](=[O:29])[C:27]([F:26])([F:40])[C:31]4[CH:36]=[C:35]([F:37])[CH:34]=[CH:33][C:32]=4[O:38][CH3:39])[CH:4]=3)[C:8]2=[O:12])[CH2:18][CH2:17][C:16](=[O:19])[NH:15]1, predict the reactants needed to synthesize it. The reactants are: [NH2:1][CH2:2][C:3]1[CH:4]=[C:5]2[C:9](=[CH:10][CH:11]=1)[C:8](=[O:12])[N:7]([CH:13]1[CH2:18][CH2:17][C:16](=[O:19])[NH:15][C:14]1=[O:20])[CH2:6]2.S(O)(=O)(=O)C.[F:26][C:27]([F:40])([C:31]1[CH:36]=[C:35]([F:37])[CH:34]=[CH:33][C:32]=1[O:38][CH3:39])[C:28](O)=[O:29].C(N(C(C)C)CC)(C)C.F[P-](F)(F)(F)(F)F.CN(C(N(C)C)=[N+]1C2C(=NC=CC=2)[N+]([O-])=N1)C.